Dataset: Full USPTO retrosynthesis dataset with 1.9M reactions from patents (1976-2016). Task: Predict the reactants needed to synthesize the given product. (1) Given the product [C:1]([O:4][CH2:5][C@H:6]1[O:10][C:9](=[O:11])[CH2:8][C@@H:7]1[CH:26]1[O:29][CH2:30][CH2:31][O:28]1)(=[O:3])[CH3:2], predict the reactants needed to synthesize it. The reactants are: [C:1]([O:4][CH2:5][C@H:6]1[O:10][C:9](=[O:11])[CH:8]=[CH:7]1)(=[O:3])[CH3:2].C(C1C=CC=CC=1)(=O)C1C=CC=CC=1.[C:26]([O:29][CH2:30][CH3:31])(=[O:28])C.C(Cl)(Cl)Cl. (2) Given the product [C:15]1([S:21]([N:9]2[C:10]3[C:6](=[CH:5][C:4]([N+:1]([O-:3])=[O:2])=[CH:12][CH:11]=3)[CH:7]=[CH:8]2)(=[O:23])=[O:22])[CH:20]=[CH:19][CH:18]=[CH:17][CH:16]=1, predict the reactants needed to synthesize it. The reactants are: [N+:1]([C:4]1[CH:5]=[C:6]2[C:10](=[CH:11][CH:12]=1)[NH:9][CH:8]=[CH:7]2)([O-:3])=[O:2].[H-].[Na+].[C:15]1([S:21](Cl)(=[O:23])=[O:22])[CH:20]=[CH:19][CH:18]=[CH:17][CH:16]=1.O. (3) Given the product [Cl:1][C:2]1[CH:3]=[C:4]([C@@H:8]2[C@@H:29]([OH:22])[C@@H:27]([OH:30])[C:28]3[C:10](=[CH:11][CH:12]=[CH:13][CH:14]=3)[O:9]2)[CH:5]=[CH:6][CH:7]=1, predict the reactants needed to synthesize it. The reactants are: [Cl:1][C:2]1[CH:3]=[C:4]([CH:8]2C=CC3[C:10](=[CH:11][CH:12]=[CH:13][CH:14]=3)[O:9]2)[CH:5]=[CH:6][CH:7]=1.C[N+]1([O-])CC[O:22]CC1.C[C:27]([OH:30])([CH3:29])[CH3:28]. (4) The reactants are: Cl.[CH3:2][S:3]([C:6]1[CH:11]=[CH:10][C:9]([O:12][CH:13]2[CH2:18][CH2:17][NH:16][CH2:15][CH2:14]2)=[CH:8][CH:7]=1)(=[O:5])=[O:4].C(N(C(C)C)CC)(C)C.[Cl:28][C:29]1[CH:34]=[C:33]([Cl:35])[CH:32]=[CH:31][C:30]=1[CH2:36][N:37]=[C:38]=[O:39]. Given the product [Cl:28][C:29]1[CH:34]=[C:33]([Cl:35])[CH:32]=[CH:31][C:30]=1[CH2:36][NH:37][C:38]([N:16]1[CH2:17][CH2:18][CH:13]([O:12][C:9]2[CH:10]=[CH:11][C:6]([S:3]([CH3:2])(=[O:5])=[O:4])=[CH:7][CH:8]=2)[CH2:14][CH2:15]1)=[O:39], predict the reactants needed to synthesize it.